Dataset: Forward reaction prediction with 1.9M reactions from USPTO patents (1976-2016). Task: Predict the product of the given reaction. (1) Given the reactants [H-].[Na+].[C:3]1(=[O:9])[CH2:8][CH2:7][CH2:6][CH2:5][CH2:4]1.C([O:12][C:13]([CH:15]1[CH2:20][CH2:19][N:18]([CH2:21][C:22]2[CH:27]=[CH:26][CH:25]=[CH:24][CH:23]=2)[CH2:17][CH2:16]1)=O)C.C(OCC)(=O)C, predict the reaction product. The product is: [CH2:21]([N:18]1[CH2:19][CH2:20][CH:15]([C:13]([CH:4]2[CH2:5][CH2:6][CH2:7][CH2:8][C:3]2=[O:9])=[O:12])[CH2:16][CH2:17]1)[C:22]1[CH:27]=[CH:26][CH:25]=[CH:24][CH:23]=1. (2) Given the reactants [OH:1][C:2]1[N:6]([CH:7](O)[CH3:8])[N:5]=[C:4]([CH3:10])[CH:3]=1.[S:11]1[CH:15]=[CH:14][CH:13]=[C:12]1[CH:16]=O.CC([OH:22])CC, predict the reaction product. The product is: [OH:22][CH2:8][CH2:7][N:6]1[C:2](=[O:1])[C:3](=[CH:16][C:12]2[S:11][CH:15]=[CH:14][CH:13]=2)[C:4]([CH3:10])=[N:5]1. (3) Given the reactants [CH2:1]([N:4]1[C:8]([C:9]2[CH:14]=[CH:13][C:12]([Cl:15])=[CH:11][C:10]=2[Br:16])=[N:7][NH:6][C:5]1=[O:17])[CH:2]=[CH2:3].C(=O)([O-])[O-].[K+].[K+].Cl[CH2:25][C:26]([O:28][CH3:29])=[O:27], predict the reaction product. The product is: [CH2:1]([N:4]1[C:5](=[O:17])[N:6]([CH2:25][C:26]([O:28][CH3:29])=[O:27])[N:7]=[C:8]1[C:9]1[CH:14]=[CH:13][C:12]([Cl:15])=[CH:11][C:10]=1[Br:16])[CH:2]=[CH2:3]. (4) Given the reactants [CH2:1]([C:3]1[N:4]=[C:5]2[C:10]([C:11]([F:14])([F:13])[F:12])=[CH:9][CH:8]=[CH:7][N:6]2[CH:15]=1)[CH3:2].Br[C:17]1[CH:22]=[CH:21][C:20]([CH2:23][C:24]2[CH:29]=[CH:28][CH:27]=[C:26]([S:30]([CH3:33])(=[O:32])=[O:31])[CH:25]=2)=[CH:19][CH:18]=1, predict the reaction product. The product is: [CH2:1]([C:3]1[N:4]=[C:5]2[C:10]([C:11]([F:13])([F:14])[F:12])=[CH:9][CH:8]=[CH:7][N:6]2[C:15]=1[C:17]1[CH:18]=[CH:19][C:20]([CH2:23][C:24]2[CH:29]=[CH:28][CH:27]=[C:26]([S:30]([CH3:33])(=[O:32])=[O:31])[CH:25]=2)=[CH:21][CH:22]=1)[CH3:2]. (5) The product is: [C:26]([C:19]1[C:20]2[C:21](=[CH:22][N+:23]([O-:39])=[CH:24][CH:25]=2)[N:17]([CH2:16][C:15]([N:10]2[C@H:9]([C:7](=[O:8])[NH:6][CH2:5][C:4]3[CH:30]=[CH:31][CH:32]=[C:2]([Cl:1])[C:3]=3[F:33])[CH2:14][C@@H:13]3[C@H:11]2[CH2:12]3)=[O:29])[N:18]=1)(=[O:27])[NH2:28]. Given the reactants [Cl:1][C:2]1[C:3]([F:33])=[C:4]([CH:30]=[CH:31][CH:32]=1)[CH2:5][NH:6][C:7]([C@@H:9]1[CH2:14][C@@H:13]2[C@@H:11]([CH2:12]2)[N:10]1[C:15](=[O:29])[CH2:16][N:17]1[C:21]2=[CH:22][N:23]=[CH:24][CH:25]=[C:20]2[C:19]([C:26]([NH2:28])=[O:27])=[N:18]1)=[O:8].ClC1C=C(C=CC=1)C(OO)=[O:39], predict the reaction product. (6) Given the reactants [OH:1][C:2]1[CH:7]=[CH:6][C:5]([CH:8]=[CH:9][CH:10]=O)=[CH:4][C:3]=1[O:12][CH3:13].[CH3:14][C:15]1[CH2:19][C:18](=[O:20])[N:17]([C:21]2[CH:26]=[CH:25][CH:24]=[CH:23][CH:22]=2)[N:16]=1.[C:27]([OH:35])(=O)C1C=CC=CC=1.N1CCCC[CH2:37]1, predict the reaction product. The product is: [CH3:13][O:12][C:3]1[CH:4]=[C:5]([CH:8]=[CH:9][CH:10]=[C:19]2[C:15]([CH3:14])=[N:16][N:17]([C:21]3[CH:26]=[CH:25][CH:24]=[CH:23][CH:22]=3)[C:18]2=[O:20])[CH:6]=[CH:7][C:2]=1[O:1][CH2:37][O:35][CH3:27].